This data is from Forward reaction prediction with 1.9M reactions from USPTO patents (1976-2016). The task is: Predict the product of the given reaction. Given the reactants CS[C:3]1[N:8]=[C:7]([C:9]2[CH:14]=[CH:13][C:12]([Cl:15])=[CH:11][C:10]=2[Cl:16])[C:6]([C:17]2[CH:22]=[CH:21][C:20]([Cl:23])=[CH:19][CH:18]=2)=[CH:5][N:4]=1.[CH:24]1([CH2:30][OH:31])[CH2:29][CH2:28][CH2:27][CH2:26][CH2:25]1, predict the reaction product. The product is: [CH:24]1([CH2:30][O:31][C:3]2[N:8]=[C:7]([C:9]3[CH:14]=[CH:13][C:12]([Cl:15])=[CH:11][C:10]=3[Cl:16])[C:6]([C:17]3[CH:22]=[CH:21][C:20]([Cl:23])=[CH:19][CH:18]=3)=[CH:5][N:4]=2)[CH2:29][CH2:28][CH2:27][CH2:26][CH2:25]1.